Regression. Given a peptide amino acid sequence and an MHC pseudo amino acid sequence, predict their binding affinity value. This is MHC class II binding data. From a dataset of Peptide-MHC class II binding affinity with 134,281 pairs from IEDB. (1) The peptide sequence is PGTFQTTTGEIGAIA. The MHC is DRB1_0401 with pseudo-sequence DRB1_0401. The binding affinity (normalized) is 0.734. (2) The peptide sequence is RLGKEFIRCLALPFR. The MHC is DRB1_0901 with pseudo-sequence DRB1_0901. The binding affinity (normalized) is 0.695.